Dataset: Reaction yield outcomes from USPTO patents with 853,638 reactions. Task: Predict the reaction yield, written as a fraction of the theoretical maximum amount of product (1.0 means a 100% yield; for example, 0.34 means a 34% yield). (1) The reactants are [H-].[Na+].[CH2:3]([N:10]1[C:18]2[C:17]([O:19][C:20]3[C:27]([CH3:28])=[CH:26][C:23]([C:24]#[N:25])=[CH:22][C:21]=3[CH3:29])=[N:16][C:15](F)=[N:14][C:13]=2[CH:12]=[CH:11]1)[C:4]1[CH:9]=[CH:8][CH:7]=[CH:6][CH:5]=1.C[N:32]1[C:36](=O)[CH2:35][CH2:34][CH2:33]1. The catalyst is O. The product is [CH2:3]([N:10]1[C:18]2[C:17]([O:19][C:20]3[C:27]([CH3:28])=[CH:26][C:23]([C:24]#[N:25])=[CH:22][C:21]=3[CH3:29])=[N:16][C:15]([NH:10][C:3]3[CH:33]=[CH:34][C:35]([C:36]#[N:32])=[CH:5][CH:4]=3)=[N:14][C:13]=2[CH:12]=[CH:11]1)[C:4]1[CH:9]=[CH:8][CH:7]=[CH:6][CH:5]=1. The yield is 0.800. (2) The reactants are [NH2:1][C@@H:2]([CH3:7])[C:3]([CH3:6])([OH:5])[CH3:4].F[C:9]1[C:10]([C:19]#[C:20][Si](C)(C)C)=[C:11]([C:17]#[N:18])[C:12](=[CH:15][CH:16]=1)[C:13]#[N:14].C([O-])([O-])=O.[K+].[K+].CN1C(=O)CCC1. The catalyst is O. The product is [OH:5][C:3]([CH3:6])([CH3:4])[C@@H:2]([N:1]1[C:9]2[C:10](=[C:11]([C:17]#[N:18])[C:12]([C:13]#[N:14])=[CH:15][CH:16]=2)[CH:19]=[CH:20]1)[CH3:7]. The yield is 0.500. (3) The reactants are FC(F)(F)C(O)=O.[NH2:8][CH:9]([CH2:22][C:23]1[CH:28]=[CH:27][CH:26]=[CH:25][CH:24]=1)[C@H:10]([OH:21])[C:11]([NH:13][CH2:14][C:15]1[CH:20]=[CH:19][CH:18]=[CH:17][CH:16]=1)=[O:12].[C:29]([O:33][C:34]([NH:36][C@@H:37]([CH2:41][C:42]([F:45])([F:44])[F:43])[C:38](O)=[O:39])=[O:35])([CH3:32])([CH3:31])[CH3:30].CN(C(ON1N=NC2C=CC=NC1=2)=[N+](C)C)C.F[P-](F)(F)(F)(F)F.C(N(CC)C(C)C)(C)C. The catalyst is CN(C=O)C. The product is [C:29]([O:33][C:34](=[O:35])[NH:36][C@H:37]([C:38](=[O:39])[NH:8][C@@H:9]([CH2:22][C:23]1[CH:28]=[CH:27][CH:26]=[CH:25][CH:24]=1)[CH:10]([C:11](=[O:12])[NH:13][CH2:14][C:15]1[CH:20]=[CH:19][CH:18]=[CH:17][CH:16]=1)[OH:21])[CH2:41][C:42]([F:45])([F:44])[F:43])([CH3:30])([CH3:32])[CH3:31]. The yield is 0.710. (4) The product is [Cl:1][C:2]1[CH:3]=[C:4]2[C:12](=[C:13]([NH:15][C:16]([C@@H:18]3[CH2:19][O:20][C:21]([CH3:28])([CH3:29])[CH2:22][N:23]3[CH2:24][C:25](=[O:26])[N:30]3[CH2:35][CH2:34][CH2:33][CH2:32][CH2:31]3)=[O:17])[CH:14]=1)[NH:11][C:10]1[CH:9]=[N:8][CH:7]=[CH:6][C:5]2=1. The yield is 0.900. The reactants are [Cl:1][C:2]1[CH:3]=[C:4]2[C:12](=[C:13]([NH:15][C:16]([C@H:18]3[N:23]([CH2:24][C:25](O)=[O:26])[CH2:22][C:21]([CH3:29])([CH3:28])[O:20][CH2:19]3)=[O:17])[CH:14]=1)[NH:11][C:10]1[CH:9]=[N:8][CH:7]=[CH:6][C:5]2=1.[NH:30]1[CH2:35][CH2:34][CH2:33][CH2:32][CH2:31]1. No catalyst specified.